From a dataset of Catalyst prediction with 721,799 reactions and 888 catalyst types from USPTO. Predict which catalyst facilitates the given reaction. (1) Reactant: [F:1][C:2]1[C:3]([NH:9][CH2:10][C:11]2[CH:16]=[CH:15][CH:14]=[CH:13][C:12]=2[F:17])=[N:4][C:5]([OH:8])=[N:6][CH:7]=1.[N:18]([C:21]1[CH:26]=[CH:25][CH:24]=[CH:23][CH:22]=1)=[C:19]=[O:20]. Product: [F:1][C:2]1[C:3]([NH:9][CH2:10][C:11]2[CH:16]=[CH:15][CH:14]=[CH:13][C:12]=2[F:17])=[N:4][C:5](=[O:8])[N:6]([C:19]([NH:18][C:21]2[CH:26]=[CH:25][CH:24]=[CH:23][CH:22]=2)=[O:20])[CH:7]=1. The catalyst class is: 1. (2) Reactant: [CH:1]([C:3]1[S:7][CH:6]=[C:5]([C:8]2[CH:13]=[CH:12][C:11]([CH:14]([CH3:23])[CH2:15][NH:16][S:17]([CH:20]([CH3:22])[CH3:21])(=[O:19])=[O:18])=[CH:10][CH:9]=2)[CH:4]=1)=[O:2].[BH4-].[Na+]. Product: [OH:2][CH2:1][C:3]1[S:7][CH:6]=[C:5]([C:8]2[CH:9]=[CH:10][C:11]([CH:14]([CH3:23])[CH2:15][NH:16][S:17]([CH:20]([CH3:22])[CH3:21])(=[O:19])=[O:18])=[CH:12][CH:13]=2)[CH:4]=1. The catalyst class is: 8.